Dataset: Reaction yield outcomes from USPTO patents with 853,638 reactions. Task: Predict the reaction yield, written as a fraction of the theoretical maximum amount of product (1.0 means a 100% yield; for example, 0.34 means a 34% yield). (1) The reactants are [Si:1]([O:8][CH2:9][CH2:10][C:11]1([NH2:14])[CH2:13][CH2:12]1)([C:4]([CH3:7])([CH3:6])[CH3:5])([CH3:3])[CH3:2].[CH3:15][C:16]([O:19][C:20](O[C:20]([O:19][C:16]([CH3:18])([CH3:17])[CH3:15])=[O:21])=[O:21])([CH3:18])[CH3:17].C([O-])(O)=O.[Na+]. The catalyst is C1COCC1.O. The product is [Si:1]([O:8][CH2:9][CH2:10][C:11]1([NH:14][C:20](=[O:21])[O:19][C:16]([CH3:18])([CH3:17])[CH3:15])[CH2:13][CH2:12]1)([C:4]([CH3:7])([CH3:6])[CH3:5])([CH3:3])[CH3:2]. The yield is 0.900. (2) The reactants are [Li][CH2:2][CH2:3][CH2:4][CH3:5].N(C(C)C)C(C)C.[CH3:13][N:14]1[CH:18]=[CH:17][CH:16]=[N:15]1.C([O:23][C:24]([N:26]1[CH2:31][CH:30]=[C:29](OS(C(F)(F)F)(=O)=O)[CH2:28][CH2:27]1)=[O:25])(C)(C)C. The catalyst is CCCCCC.C1COCC1.[Cl-].[Cl-].[Zn+2].C1C=CC([P]([Pd]([P](C2C=CC=CC=2)(C2C=CC=CC=2)C2C=CC=CC=2)([P](C2C=CC=CC=2)(C2C=CC=CC=2)C2C=CC=CC=2)[P](C2C=CC=CC=2)(C2C=CC=CC=2)C2C=CC=CC=2)(C2C=CC=CC=2)C2C=CC=CC=2)=CC=1. The product is [CH2:2]([O:25][C:24]([N:26]1[CH2:27][CH:28]=[C:29]([C:18]2[N:14]([CH3:13])[N:15]=[CH:16][CH:17]=2)[CH2:30][CH2:31]1)=[O:23])[CH2:3][CH2:4][CH3:5]. The yield is 0.820. (3) The reactants are C([O:3][C:4](=O)[C@@:5]([OH:33])([CH3:32])[CH2:6][N:7]([CH2:17][C:18]1[CH:23]=[CH:22][C:21]([C:24]2[CH:29]=[C:28]([Cl:30])[CH:27]=[CH:26][C:25]=2[F:31])=[CH:20][CH:19]=1)[NH:8][C:9]([C:11]1[O:15][N:14]=[C:13]([OH:16])[CH:12]=1)=[O:10])C.[CH2:35]([OH:39])[CH:36]([CH3:38])[CH3:37].Cl.O1CCOCC1. No catalyst specified. The product is [CH2:35]([O:39][C:4](=[O:3])[C@@:5]([OH:33])([CH3:32])[CH2:6][N:7]([CH2:17][C:18]1[CH:19]=[CH:20][C:21]([C:24]2[CH:29]=[C:28]([Cl:30])[CH:27]=[CH:26][C:25]=2[F:31])=[CH:22][CH:23]=1)[NH:8][C:9]([C:11]1[O:15][N:14]=[C:13]([OH:16])[CH:12]=1)=[O:10])[CH:36]([CH3:38])[CH3:37]. The yield is 1.00. (4) The reactants are [C:1]([C:5]1[CH:6]=[C:7]([C:11]#[C:12][Si](C)(C)C)[CH:8]=[CH:9][CH:10]=1)([CH3:4])([CH3:3])[CH3:2].C(=O)([O-])[O-].[K+].[K+]. The catalyst is CO.C(OCC)(=O)C. The product is [C:1]([C:5]1[CH:10]=[CH:9][CH:8]=[C:7]([C:11]#[CH:12])[CH:6]=1)([CH3:4])([CH3:3])[CH3:2]. The yield is 0.390. (5) The reactants are [CH2:1]([N:3]([CH2:22][CH3:23])[CH2:4][CH2:5][N:6]1[CH2:11][CH2:10][C:9]2[NH:12][C:13]([CH:19]=O)=[C:14]([C:15]([F:18])([F:17])[F:16])[C:8]=2[C:7]1=[O:21])[CH3:2].[F:24][C:25]1[CH:26]=[C:27]2[C:31](=[CH:32][CH:33]=1)[NH:30][C:29](=[O:34])[CH2:28]2.N1CCCCC1. The catalyst is C(O)C. The product is [CH2:22]([N:3]([CH2:1][CH3:2])[CH2:4][CH2:5][N:6]1[CH2:11][CH2:10][C:9]2[NH:12][C:13]([CH:19]=[C:28]3[C:27]4[C:31](=[CH:32][CH:33]=[C:25]([F:24])[CH:26]=4)[NH:30][C:29]3=[O:34])=[C:14]([C:15]([F:16])([F:18])[F:17])[C:8]=2[C:7]1=[O:21])[CH3:23]. The yield is 0.836. (6) The reactants are [CH2:1]([O:8][N:9]1[C:15](=[O:16])[N:14]2[CH2:17][CH:10]1[CH2:11][CH2:12][CH:13]2[C:18]([OH:20])=O)[C:2]1[CH:7]=[CH:6][CH:5]=[CH:4][CH:3]=1.[CH3:21][N:22]([C:24]([O:26][C:27]([CH3:30])([CH3:29])[CH3:28])=[O:25])[NH2:23].[I-].ClC1C=CC=C[N+]=1C.C(=O)(O)[O-].[Na+]. The catalyst is O1CCCC1.C(N(CC)CC)C. The product is [CH2:1]([O:8][N:9]1[C:15](=[O:16])[N:14]2[CH2:17][CH:10]1[CH2:11][CH2:12][CH:13]2[C:18]([NH:23][N:22]([CH3:21])[C:24]([O:26][C:27]([CH3:30])([CH3:29])[CH3:28])=[O:25])=[O:20])[C:2]1[CH:3]=[CH:4][CH:5]=[CH:6][CH:7]=1. The yield is 0.780.